Dataset: Forward reaction prediction with 1.9M reactions from USPTO patents (1976-2016). Task: Predict the product of the given reaction. Given the reactants [O:1]1[C:5]([C:6]2[CH:13]=[CH:12][C:9]([C:10]#[N:11])=[CH:8][CH:7]=2)=[CH:4][N:3]=[CH:2]1.[BH4-].[Na+].O.N, predict the reaction product. The product is: [O:1]1[C:5]([C:6]2[CH:7]=[CH:8][C:9]([CH2:10][NH2:11])=[CH:12][CH:13]=2)=[CH:4][N:3]=[CH:2]1.